From a dataset of Reaction yield outcomes from USPTO patents with 853,638 reactions. Predict the reaction yield, written as a fraction of the theoretical maximum amount of product (1.0 means a 100% yield; for example, 0.34 means a 34% yield). (1) The reactants are [NH2:1][C:2]1[NH:3][C:4]2[CH:10]=[CH:9][CH:8]=[CH:7][C:5]=2[N:6]=1.[H-].[Na+].Cl[C:14]1[N:19]=[C:18]([N:20]2[CH2:25][CH2:24][O:23][CH2:22][CH2:21]2)[N:17]=[C:16]([N:26]2[CH2:31][CH2:30][O:29][CH2:28][CH2:27]2)[N:15]=1.O. The catalyst is CN(C=O)C. The product is [NH2:1][C:2]1[N:6]([C:14]2[N:19]=[C:18]([N:20]3[CH2:21][CH2:22][O:23][CH2:24][CH2:25]3)[N:17]=[C:16]([N:26]3[CH2:27][CH2:28][O:29][CH2:30][CH2:31]3)[N:15]=2)[C:5]2[CH:7]=[CH:8][CH:9]=[CH:10][C:4]=2[N:3]=1. The yield is 0.930. (2) The reactants are [CH3:1][O:2][C:3]([NH:5][N:6]([C:10]([N:12]1[CH2:16][CH2:15][CH2:14][CH:13]1[C:17]1[NH:18][C:19]([C:22]2[CH:27]=[CH:26][C:25](Br)=[CH:24][CH:23]=2)=[CH:20][N:21]=1)=[O:11])[CH:7]([CH3:9])[CH3:8])=[O:4].[CH3:29][C:30]1([CH3:46])[C:34]([CH3:36])([CH3:35])[O:33][B:32]([B:32]2[O:33][C:34]([CH3:36])([CH3:35])[C:30]([CH3:46])([CH3:29])[O:31]2)[O:31]1.CC([O-])=O.[K+]. The catalyst is O1CCOCC1. The product is [CH3:1][O:2][C:3]([NH:5][N:6]([CH:7]([CH3:9])[CH3:8])[C:10]([N:12]1[CH2:16][CH2:15][CH2:14][CH:13]1[C:17]1[NH:18][C:19]([C:22]2[CH:27]=[CH:26][C:25]([B:32]3[O:33][C:34]([CH3:36])([CH3:35])[C:30]([CH3:46])([CH3:29])[O:31]3)=[CH:24][CH:23]=2)=[CH:20][N:21]=1)=[O:11])=[O:4]. The yield is 0.960. (3) The catalyst is C(Cl)Cl. The yield is 0.560. The reactants are [Br:1][C:2]1[CH:7]=[CH:6][C:5]([C@@H:8]([NH:10][CH2:11][CH2:12][C:13]([CH:18]([CH3:20])[CH3:19])([OH:17])[CH2:14][CH:15]=[CH2:16])[CH3:9])=[CH:4][CH:3]=1.C(N(CC)CC)C.Cl[C:29](Cl)([O:31]C(=O)OC(Cl)(Cl)Cl)Cl. The product is [CH2:14]([C:13]1([CH:18]([CH3:20])[CH3:19])[O:17][C:29](=[O:31])[N:10]([C@H:8]([C:5]2[CH:4]=[CH:3][C:2]([Br:1])=[CH:7][CH:6]=2)[CH3:9])[CH2:11][CH2:12]1)[CH:15]=[CH2:16]. (4) The reactants are [C:1]([O:5][C:6](=[O:15])[NH:7][C:8]1[CH:13]=[C:12]([Cl:14])[CH:11]=[CH:10][N:9]=1)([CH3:4])([CH3:3])[CH3:2].C([Li])CCC.CN([CH:24]=[O:25])C. The catalyst is C1COCC1. The product is [C:1]([O:5][C:6](=[O:15])[NH:7][C:8]1[C:13]([CH:24]=[O:25])=[C:12]([Cl:14])[CH:11]=[CH:10][N:9]=1)([CH3:4])([CH3:2])[CH3:3]. The yield is 0.270. (5) The yield is 0.910. The catalyst is C1COCC1.[Cu]Cl. The reactants are [CH2:1]([O:3][P:4]([C:9]1[C:13]([P:14]([O:19][CH2:20][CH3:21])([O:16][CH2:17][CH3:18])=[O:15])=[CH:12][S:11][C:10]=1I)([O:6][CH2:7][CH3:8])=[O:5])[CH3:2].C([Sn](CCCC)(CCCC)[C:28]1[S:29][CH:30]=[C:31]([P:41]([O:46][CH2:47][CH3:48])([O:43][CH2:44][CH3:45])=[O:42])[C:32]=1[P:33]([O:38][CH2:39][CH3:40])([O:35][CH2:36][CH3:37])=[O:34])CCC. The product is [CH2:1]([O:3][P:4]([C:9]1[C:13]([P:14]([O:19][CH2:20][CH3:21])([O:16][CH2:17][CH3:18])=[O:15])=[CH:12][S:11][C:10]=1[C:28]1[S:29][CH:30]=[C:31]([P:41]([O:43][CH2:44][CH3:45])([O:46][CH2:47][CH3:48])=[O:42])[C:32]=1[P:33]([O:35][CH2:36][CH3:37])([O:38][CH2:39][CH3:40])=[O:34])([O:6][CH2:7][CH3:8])=[O:5])[CH3:2]. (6) The reactants are CS(O[CH:6]1[CH2:11][CH2:10][C:9]([C:12]2[CH:17]=[CH:16][N:15]=[CH:14][C:13]=2[N+:18]([O-:20])=[O:19])=[CH:8][CH:7]1[NH:21][C:22]([O:24]C(C)(C)C)=[O:23])(=O)=O. The catalyst is N1C=CC=CC=1. The product is [N+:18]([C:13]1[CH:14]=[N:15][CH:16]=[CH:17][C:12]=1[C:9]1[CH2:10][CH2:11][CH:6]2[O:24][C:22](=[O:23])[NH:21][CH:7]2[CH:8]=1)([O-:20])=[O:19]. The yield is 0.850.